This data is from Reaction yield outcomes from USPTO patents with 853,638 reactions. The task is: Predict the reaction yield, written as a fraction of the theoretical maximum amount of product (1.0 means a 100% yield; for example, 0.34 means a 34% yield). The reactants are [CH3:1][S:2]([C:5]1[CH:10]=[CH:9][C:8]([N:11]2[CH2:26][CH:14]3[CH2:15][N:16](C(OC(C)(C)C)=O)[CH2:17][CH2:18][N:13]3[C:12]2=[O:27])=[CH:7][CH:6]=1)(=[O:4])=[O:3].C(OCC)(=O)C.[ClH:34]. No catalyst specified. The product is [ClH:34].[CH3:1][S:2]([C:5]1[CH:6]=[CH:7][C:8]([N:11]2[CH2:26][CH:14]3[CH2:15][NH:16][CH2:17][CH2:18][N:13]3[C:12]2=[O:27])=[CH:9][CH:10]=1)(=[O:3])=[O:4]. The yield is 0.930.